The task is: Regression/Classification. Given a drug SMILES string, predict its absorption, distribution, metabolism, or excretion properties. Task type varies by dataset: regression for continuous measurements (e.g., permeability, clearance, half-life) or binary classification for categorical outcomes (e.g., BBB penetration, CYP inhibition). For this dataset (clearance_hepatocyte_az), we predict log10(clearance) (log10 of the in vitro intrinsic clearance, CLint, in uL/min per 10^6 hepatocytes; values are censored to the assay range of 3 to 150, which is 0.477 to 2.18 on this log10 scale).. This data is from Hepatocyte clearance measurements from AstraZeneca. The molecule is O=C(c1csc2c1CCCC2)N1CCCCC1. The log10(clearance) is 2.18.